From a dataset of Reaction yield outcomes from USPTO patents with 853,638 reactions. Predict the reaction yield, written as a fraction of the theoretical maximum amount of product (1.0 means a 100% yield; for example, 0.34 means a 34% yield). (1) The reactants are [CH2:1]([S:5][C:6]1[CH:14]=[CH:13][C:12]([S:15]([CH3:18])(=[O:17])=[O:16])=[CH:11][C:7]=1[C:8]([OH:10])=O)[CH:2]([CH3:4])[CH3:3].[F:19][C:20]1[CH:25]=[C:24]([S:26]([CH3:29])(=[O:28])=[O:27])[CH:23]=[CH:22][C:21]=1[N:30]1[CH2:35][CH2:34][NH:33][CH2:32][CH2:31]1. No catalyst specified. The product is [F:19][C:20]1[CH:25]=[C:24]([S:26]([CH3:29])(=[O:28])=[O:27])[CH:23]=[CH:22][C:21]=1[N:30]1[CH2:35][CH2:34][N:33]([C:8]([C:7]2[CH:11]=[C:12]([S:15]([CH3:18])(=[O:17])=[O:16])[CH:13]=[CH:14][C:6]=2[S:5][CH2:1][CH:2]([CH3:3])[CH3:4])=[O:10])[CH2:32][CH2:31]1. The yield is 0.990. (2) The reactants are NN.CC([CH2:7][N:8]([CH2:12][CH:13]([N:21]1C(=O)C2C(=CC=CC=2)C1=O)[CH2:14][C:15]1[CH:20]=[CH:19][CH:18]=[CH:17][CH:16]=1)[C:9](=[O:11])[O-:10])(C)C. The catalyst is C1COCC1.CO. The product is [NH2:21][CH:13]([CH2:14][C:15]1[CH:16]=[CH:17][CH:18]=[CH:19][CH:20]=1)[CH2:12][N:8]([CH3:7])[C:9](=[O:11])[O:10][C:15]([CH3:20])([CH3:16])[CH3:14]. The yield is 0.880. (3) The reactants are [Si:1]([O:8][C:9]1[CH:10]=[CH:11][CH:12]=[C:13]2[C:18]=1[N:17]=[C:16]([CH:19]=O)[CH:15]=[CH:14]2)([C:4]([CH3:7])([CH3:6])[CH3:5])([CH3:3])[CH3:2].[F:21][C:22]1[CH:23]=[CH:24][C:25]([NH:28][NH2:29])=[N:26][CH:27]=1.C(O)(=O)C.C(O)(=O)C.IC1C=CC=CC=1. The catalyst is O.C(Cl)Cl. The product is [Si:1]([O:8][C:9]1[CH:10]=[CH:11][CH:12]=[C:13]2[C:18]=1[N:17]=[C:16]([C:19]1[N:26]3[CH:27]=[C:22]([F:21])[CH:23]=[CH:24][C:25]3=[N:28][N:29]=1)[CH:15]=[CH:14]2)([C:4]([CH3:7])([CH3:6])[CH3:5])([CH3:3])[CH3:2]. The yield is 0.570. (4) The catalyst is CN(C=O)C.C1C=CC([P]([Pd]([P](C2C=CC=CC=2)(C2C=CC=CC=2)C2C=CC=CC=2)([P](C2C=CC=CC=2)(C2C=CC=CC=2)C2C=CC=CC=2)[P](C2C=CC=CC=2)(C2C=CC=CC=2)C2C=CC=CC=2)(C2C=CC=CC=2)C2C=CC=CC=2)=CC=1. The product is [F:39][C:34]1[CH:35]=[CH:36][CH:37]=[C:38]2[C:33]=1[C:32]([NH2:40])=[N:31][C:30]2([C:25]1[CH:26]=[CH:27][C:28]([F:29])=[C:23]([C:5]2[CH:4]=[C:3]([O:2][CH3:1])[CH:8]=[CH:7][N:6]=2)[CH:24]=1)[C:41]1[CH:46]=[N:45][CH:44]=[N:43][CH:42]=1. The yield is 0.120. The reactants are [CH3:1][O:2][C:3]1[CH:8]=[CH:7][N:6]=[C:5]([Sn](CCCC)(CCCC)CCCC)[CH:4]=1.Br[C:23]1[CH:24]=[C:25]([C:30]2([C:41]3[CH:42]=[N:43][CH:44]=[N:45][CH:46]=3)[C:38]3[C:33](=[C:34]([F:39])[CH:35]=[CH:36][CH:37]=3)[C:32]([NH2:40])=[N:31]2)[CH:26]=[CH:27][C:28]=1[F:29]. (5) The reactants are [CH3:1][N:2]([CH3:47])[C:3]([NH:5][C:6]1[CH:11]=[CH:10][C:9]([C:12]2[C:16]([C:17]3[CH:22]=[CH:21][N:20]=[C:19]4[NH:23][C:24]([C:26]5[CH:31]=[CH:30][CH:29]=[C:28]([CH2:32][N:33]([CH3:35])[CH3:34])[CH:27]=5)=[CH:25][C:18]=34)=[CH:15][N:14]([CH2:36][CH2:37][N:38](C)[C:39](=O)OC(C)(C)C)[N:13]=2)=[CH:8][CH:7]=1)=[O:4].C(O)(C(F)(F)F)=O. The catalyst is C(Cl)Cl. The product is [CH3:34][N:33]([CH2:32][C:28]1[CH:27]=[C:26]([C:24]2[NH:23][C:19]3=[N:20][CH:21]=[CH:22][C:17]([C:16]4[C:12]([C:9]5[CH:8]=[CH:7][C:6]([NH:5][C:3](=[O:4])[N:2]([CH3:47])[CH3:1])=[CH:11][CH:10]=5)=[N:13][N:14]([CH2:36][CH2:37][NH:38][CH3:39])[CH:15]=4)=[C:18]3[CH:25]=2)[CH:31]=[CH:30][CH:29]=1)[CH3:35]. The yield is 0.950.